This data is from NCI-60 drug combinations with 297,098 pairs across 59 cell lines. The task is: Regression. Given two drug SMILES strings and cell line genomic features, predict the synergy score measuring deviation from expected non-interaction effect. (1) Drug 1: CCC1(CC2CC(C3=C(CCN(C2)C1)C4=CC=CC=C4N3)(C5=C(C=C6C(=C5)C78CCN9C7C(C=CC9)(C(C(C8N6C=O)(C(=O)OC)O)OC(=O)C)CC)OC)C(=O)OC)O.OS(=O)(=O)O. Drug 2: CC(C)NC(=O)C1=CC=C(C=C1)CNNC.Cl. Cell line: MDA-MB-231. Synergy scores: CSS=14.3, Synergy_ZIP=-3.37, Synergy_Bliss=0.382, Synergy_Loewe=-2.81, Synergy_HSA=-0.509. (2) Drug 1: CC1OCC2C(O1)C(C(C(O2)OC3C4COC(=O)C4C(C5=CC6=C(C=C35)OCO6)C7=CC(=C(C(=C7)OC)O)OC)O)O. Drug 2: C1C(C(OC1N2C=NC3=C2NC=NCC3O)CO)O. Cell line: IGROV1. Synergy scores: CSS=25.2, Synergy_ZIP=-10.0, Synergy_Bliss=1.35, Synergy_Loewe=-14.2, Synergy_HSA=0.466. (3) Drug 1: CC1=C(C(=CC=C1)Cl)NC(=O)C2=CN=C(S2)NC3=CC(=NC(=N3)C)N4CCN(CC4)CCO. Drug 2: C1CC(=O)NC(=O)C1N2C(=O)C3=CC=CC=C3C2=O. Cell line: SNB-19. Synergy scores: CSS=5.72, Synergy_ZIP=1.36, Synergy_Bliss=2.72, Synergy_Loewe=-1.57, Synergy_HSA=0.905. (4) Drug 1: C1=NC2=C(N=C(N=C2N1C3C(C(C(O3)CO)O)F)Cl)N. Drug 2: COC1=C2C(=CC3=C1OC=C3)C=CC(=O)O2. Cell line: KM12. Synergy scores: CSS=10.2, Synergy_ZIP=-3.79, Synergy_Bliss=-1.45, Synergy_Loewe=-6.40, Synergy_HSA=-2.21. (5) Drug 1: CC1=C(C=C(C=C1)C(=O)NC2=CC(=CC(=C2)C(F)(F)F)N3C=C(N=C3)C)NC4=NC=CC(=N4)C5=CN=CC=C5. Drug 2: CCCCCOC(=O)NC1=NC(=O)N(C=C1F)C2C(C(C(O2)C)O)O. Cell line: SW-620. Synergy scores: CSS=-2.29, Synergy_ZIP=0.830, Synergy_Bliss=-0.247, Synergy_Loewe=-1.18, Synergy_HSA=-3.18. (6) Drug 1: C1C(C(OC1N2C=NC3=C(N=C(N=C32)Cl)N)CO)O. Drug 2: CC12CCC3C(C1CCC2OP(=O)(O)O)CCC4=C3C=CC(=C4)OC(=O)N(CCCl)CCCl.[Na+]. Cell line: COLO 205. Synergy scores: CSS=29.6, Synergy_ZIP=-1.81, Synergy_Bliss=-4.17, Synergy_Loewe=-5.89, Synergy_HSA=-0.800. (7) Drug 1: CC1OCC2C(O1)C(C(C(O2)OC3C4COC(=O)C4C(C5=CC6=C(C=C35)OCO6)C7=CC(=C(C(=C7)OC)O)OC)O)O. Drug 2: C1=CC=C(C=C1)NC(=O)CCCCCCC(=O)NO. Cell line: HT29. Synergy scores: CSS=74.7, Synergy_ZIP=4.75, Synergy_Bliss=5.12, Synergy_Loewe=3.58, Synergy_HSA=7.91.